Dataset: Reaction yield outcomes from USPTO patents with 853,638 reactions. Task: Predict the reaction yield, written as a fraction of the theoretical maximum amount of product (1.0 means a 100% yield; for example, 0.34 means a 34% yield). The reactants are [F:1][C:2]1[CH:7]=[C:6]([N:8]2[CH:13]=[CH:12][CH:11]=[CH:10][C:9]2=[O:14])[CH:5]=[CH:4][C:3]=1[CH2:15][C:16]([C:18]1[N:22]([C:23]2[CH:28]=[CH:27][C:26]([O:29][CH3:30])=[CH:25][CH:24]=2)[N:21]=[C:20]([C:31]#[N:32])[CH:19]=1)=[O:17].S(O)(O)(=O)=[O:34].C(OCC)(=O)C. The catalyst is O. The product is [F:1][C:2]1[CH:7]=[C:6]([N:8]2[CH:13]=[CH:12][CH:11]=[CH:10][C:9]2=[O:14])[CH:5]=[CH:4][C:3]=1[CH2:15][C:16]([C:18]1[N:22]([C:23]2[CH:24]=[CH:25][C:26]([O:29][CH3:30])=[CH:27][CH:28]=2)[N:21]=[C:20]([C:31]([NH2:32])=[O:34])[CH:19]=1)=[O:17]. The yield is 0.410.